From a dataset of Catalyst prediction with 721,799 reactions and 888 catalyst types from USPTO. Predict which catalyst facilitates the given reaction. (1) Reactant: [CH3:1][CH2:2][O:3][C:4](/[CH:6]=[CH:7]/[CH2:8]P(OCC)(OCC)=O)=[O:5].[H-].[Na+].[CH3:19][O:20][C:21]1[CH:22]=[C:23]([CH:26]=[CH:27][CH:28]=1)[CH:24]=O.CN(C)C=O. Product: [CH3:19][O:20][C:21]1[CH:22]=[C:23](/[CH:24]=[CH:8]/[CH:7]=[CH:6]/[C:4]([O:3][CH2:2][CH3:1])=[O:5])[CH:26]=[CH:27][CH:28]=1. The catalyst class is: 7. (2) Reactant: [C:1]([O:11][C:12]([CH3:15])([CH3:14])[CH3:13])(=[O:10])[CH2:2][C:3]([O:5][C:6]([CH3:9])([CH3:8])[CH3:7])=[O:4].[H-].[Na+].F[C:19]1[CH:24]=[CH:23][C:22]([CH3:25])=[CH:21][C:20]=1[N+:26]([O-:28])=[O:27]. Product: [CH3:25][C:22]1[CH:23]=[CH:24][C:19]([CH:2]([C:3]([O:5][C:6]([CH3:7])([CH3:8])[CH3:9])=[O:4])[C:1]([O:11][C:12]([CH3:15])([CH3:14])[CH3:13])=[O:10])=[C:20]([N+:26]([O-:28])=[O:27])[CH:21]=1. The catalyst class is: 35.